Task: Predict the product of the given reaction.. Dataset: Forward reaction prediction with 1.9M reactions from USPTO patents (1976-2016) (1) Given the reactants [F:1][C:2]1[CH:7]=[C:6]([C:8]([F:11])([F:10])[F:9])[CH:5]=[CH:4][C:3]=1[C:12]1[C:13]2[CH2:20][CH2:19][CH:18]([CH2:21][C:22]([N:24]([CH3:26])[CH3:25])=[O:23])[C:14]=2[CH:15]=[N:16][CH:17]=1.[CH3:27][O:28][CH:29]1CNC1, predict the reaction product. The product is: [F:1][C:2]1[CH:7]=[C:6]([C:8]([F:11])([F:9])[F:10])[CH:5]=[CH:4][C:3]=1[C:12]1[C:13]2[CH2:20][CH2:19][CH:18]([CH2:21][C:22]([N:24]3[CH2:25][CH:27]([O:28][CH3:29])[CH2:26]3)=[O:23])[C:14]=2[CH:15]=[N:16][CH:17]=1. (2) Given the reactants [Br:1][C:2]1[N:7]=[C:6]([CH:8]=O)[CH:5]=[CH:4][CH:3]=1.[CH3:10][NH2:11], predict the reaction product. The product is: [Br:1][C:2]1[N:7]=[C:6]([CH2:8][NH:11][CH3:10])[CH:5]=[CH:4][CH:3]=1.